Dataset: NCI-60 drug combinations with 297,098 pairs across 59 cell lines. Task: Regression. Given two drug SMILES strings and cell line genomic features, predict the synergy score measuring deviation from expected non-interaction effect. (1) Synergy scores: CSS=3.14, Synergy_ZIP=1.43, Synergy_Bliss=4.72, Synergy_Loewe=-3.47, Synergy_HSA=-1.02. Drug 2: C1=CN(C=N1)CC(O)(P(=O)(O)O)P(=O)(O)O. Cell line: HCT116. Drug 1: CCCCC(=O)OCC(=O)C1(CC(C2=C(C1)C(=C3C(=C2O)C(=O)C4=C(C3=O)C=CC=C4OC)O)OC5CC(C(C(O5)C)O)NC(=O)C(F)(F)F)O. (2) Drug 1: C1C(C(OC1N2C=NC3=C2NC=NCC3O)CO)O. Drug 2: CC1CCCC2(C(O2)CC(NC(=O)CC(C(C(=O)C(C1O)C)(C)C)O)C(=CC3=CSC(=N3)C)C)C. Cell line: SN12C. Synergy scores: CSS=38.6, Synergy_ZIP=-3.25, Synergy_Bliss=-4.63, Synergy_Loewe=-20.1, Synergy_HSA=-1.43. (3) Drug 2: CC(C1=C(C=CC(=C1Cl)F)Cl)OC2=C(N=CC(=C2)C3=CN(N=C3)C4CCNCC4)N. Cell line: SW-620. Drug 1: CC1=CC2C(CCC3(C2CCC3(C(=O)C)OC(=O)C)C)C4(C1=CC(=O)CC4)C. Synergy scores: CSS=-0.261, Synergy_ZIP=-1.78, Synergy_Bliss=-2.68, Synergy_Loewe=-13.9, Synergy_HSA=-5.59. (4) Drug 1: C1=CC=C(C=C1)NC(=O)CCCCCCC(=O)NO. Drug 2: C1=NC2=C(N1)C(=S)N=CN2. Cell line: HCT-15. Synergy scores: CSS=33.5, Synergy_ZIP=3.72, Synergy_Bliss=7.06, Synergy_Loewe=-8.19, Synergy_HSA=-0.164. (5) Drug 1: C1=CC(=CC=C1CC(C(=O)O)N)N(CCCl)CCCl.Cl. Drug 2: CCC1(C2=C(COC1=O)C(=O)N3CC4=CC5=C(C=CC(=C5CN(C)C)O)N=C4C3=C2)O.Cl. Cell line: MCF7. Synergy scores: CSS=16.2, Synergy_ZIP=-10.4, Synergy_Bliss=-1.63, Synergy_Loewe=-9.21, Synergy_HSA=-1.21. (6) Drug 1: CCC1=CC2CC(C3=C(CN(C2)C1)C4=CC=CC=C4N3)(C5=C(C=C6C(=C5)C78CCN9C7C(C=CC9)(C(C(C8N6C)(C(=O)OC)O)OC(=O)C)CC)OC)C(=O)OC.C(C(C(=O)O)O)(C(=O)O)O. Synergy scores: CSS=68.8, Synergy_ZIP=0.320, Synergy_Bliss=3.02, Synergy_Loewe=4.66, Synergy_HSA=6.43. Cell line: NCI-H522. Drug 2: CC1=C(C(=CC=C1)Cl)NC(=O)C2=CN=C(S2)NC3=CC(=NC(=N3)C)N4CCN(CC4)CCO.